Task: Predict the product of the given reaction.. Dataset: Forward reaction prediction with 1.9M reactions from USPTO patents (1976-2016) (1) Given the reactants F[C:2]1[CH:3]=[C:4]2[C:9](=[CH:10][C:11]=1[N+:12]([O-:14])=[O:13])[NH:8][C:7](=[O:15])[N:6]([NH:16][S:17]([CH3:20])(=[O:19])=[O:18])[C:5]2=[O:21].[NH:22]1[CH2:26][CH2:25][CH:24]([OH:27])[CH2:23]1, predict the reaction product. The product is: [OH:27][CH:24]1[CH2:25][CH2:26][N:22]([C:2]2[CH:3]=[C:4]3[C:9](=[CH:10][C:11]=2[N+:12]([O-:14])=[O:13])[NH:8][C:7](=[O:15])[N:6]([NH:16][S:17]([CH3:20])(=[O:19])=[O:18])[C:5]3=[O:21])[CH2:23]1. (2) Given the reactants C[O:2][C:3](=[O:8])[C@@H:4]([NH2:7])[CH2:5][NH2:6].[F:9][C:10]([F:27])([F:26])[C:11]1[CH:16]=[CH:15][C:14]([C:17]2[CH:22]=[CH:21][C:20]([C:23](O)=[O:24])=[CH:19][CH:18]=2)=[CH:13][CH:12]=1, predict the reaction product. The product is: [F:26][C:10]([F:9])([F:27])[C:11]1[CH:12]=[CH:13][C:14]([C:17]2[CH:18]=[CH:19][C:20]([C:23]([NH:7][C@@H:4]([CH2:5][NH:6][C:23]([C:20]3[CH:19]=[CH:18][C:17]([C:14]4[CH:15]=[CH:16][C:11]([C:10]([F:9])([F:26])[F:27])=[CH:12][CH:13]=4)=[CH:22][CH:21]=3)=[O:24])[C:3]([OH:2])=[O:8])=[O:24])=[CH:21][CH:22]=2)=[CH:15][CH:16]=1. (3) Given the reactants [ClH:1].C([N:9]1[CH2:14][CH2:13][N:12](CC2C=CC=CC=2)[CH2:11][CH:10]1[CH:22]=[C:23]([CH3:25])[CH3:24])C1C=CC=CC=1, predict the reaction product. The product is: [ClH:1].[CH3:24][CH:23]([CH3:25])[CH2:22][CH:10]1[CH2:11][NH:12][CH2:13][CH2:14][NH:9]1.